Dataset: NCI-60 drug combinations with 297,098 pairs across 59 cell lines. Task: Regression. Given two drug SMILES strings and cell line genomic features, predict the synergy score measuring deviation from expected non-interaction effect. (1) Drug 1: C1=CC(=CC=C1CCCC(=O)O)N(CCCl)CCCl. Drug 2: C1=CC=C(C=C1)NC(=O)CCCCCCC(=O)NO. Cell line: IGROV1. Synergy scores: CSS=36.6, Synergy_ZIP=-2.16, Synergy_Bliss=4.03, Synergy_Loewe=4.76, Synergy_HSA=4.94. (2) Drug 1: CC1CCC2CC(C(=CC=CC=CC(CC(C(=O)C(C(C(=CC(C(=O)CC(OC(=O)C3CCCCN3C(=O)C(=O)C1(O2)O)C(C)CC4CCC(C(C4)OC)OP(=O)(C)C)C)C)O)OC)C)C)C)OC. Drug 2: CCC1=C2N=C(C=C(N2N=C1)NCC3=C[N+](=CC=C3)[O-])N4CCCCC4CCO. Cell line: HT29. Synergy scores: CSS=42.9, Synergy_ZIP=-3.29, Synergy_Bliss=-1.68, Synergy_Loewe=-3.54, Synergy_HSA=-0.535. (3) Drug 2: CN1C2=C(C=C(C=C2)N(CCCl)CCCl)N=C1CCCC(=O)O.Cl. Cell line: T-47D. Synergy scores: CSS=11.6, Synergy_ZIP=-0.0672, Synergy_Bliss=4.33, Synergy_Loewe=2.29, Synergy_HSA=2.53. Drug 1: CC(C1=C(C=CC(=C1Cl)F)Cl)OC2=C(N=CC(=C2)C3=CN(N=C3)C4CCNCC4)N. (4) Drug 1: C1=NC(=NC(=O)N1C2C(C(C(O2)CO)O)O)N. Drug 2: CC1C(C(CC(O1)OC2CC(CC3=C2C(=C4C(=C3O)C(=O)C5=CC=CC=C5C4=O)O)(C(=O)C)O)N)O. Cell line: NCI-H522. Synergy scores: CSS=56.8, Synergy_ZIP=-1.77, Synergy_Bliss=4.45, Synergy_Loewe=-12.8, Synergy_HSA=6.15. (5) Drug 1: CS(=O)(=O)C1=CC(=C(C=C1)C(=O)NC2=CC(=C(C=C2)Cl)C3=CC=CC=N3)Cl. Drug 2: CCC(=C(C1=CC=CC=C1)C2=CC=C(C=C2)OCCN(C)C)C3=CC=CC=C3.C(C(=O)O)C(CC(=O)O)(C(=O)O)O. Cell line: RPMI-8226. Synergy scores: CSS=10.1, Synergy_ZIP=4.39, Synergy_Bliss=15.8, Synergy_Loewe=5.09, Synergy_HSA=6.55. (6) Drug 1: C1CN1C2=NC(=NC(=N2)N3CC3)N4CC4. Drug 2: CCC1=CC2CC(C3=C(CN(C2)C1)C4=CC=CC=C4N3)(C5=C(C=C6C(=C5)C78CCN9C7C(C=CC9)(C(C(C8N6C)(C(=O)OC)O)OC(=O)C)CC)OC)C(=O)OC.C(C(C(=O)O)O)(C(=O)O)O. Cell line: IGROV1. Synergy scores: CSS=31.2, Synergy_ZIP=-16.2, Synergy_Bliss=-14.8, Synergy_Loewe=-9.18, Synergy_HSA=-6.46. (7) Drug 1: CCCCC(=O)OCC(=O)C1(CC(C2=C(C1)C(=C3C(=C2O)C(=O)C4=C(C3=O)C=CC=C4OC)O)OC5CC(C(C(O5)C)O)NC(=O)C(F)(F)F)O. Drug 2: C1C(C(OC1N2C=NC3=C2NC=NCC3O)CO)O. Cell line: DU-145. Synergy scores: CSS=39.6, Synergy_ZIP=-5.67, Synergy_Bliss=-11.7, Synergy_Loewe=-18.2, Synergy_HSA=-10.6.